From a dataset of CYP1A2 inhibition data for predicting drug metabolism from PubChem BioAssay. Regression/Classification. Given a drug SMILES string, predict its absorption, distribution, metabolism, or excretion properties. Task type varies by dataset: regression for continuous measurements (e.g., permeability, clearance, half-life) or binary classification for categorical outcomes (e.g., BBB penetration, CYP inhibition). Dataset: cyp1a2_veith. (1) The molecule is COc1ccc(CNc2ncncc2-c2cccc(NS(C)(=O)=O)c2)c(OC)c1. The result is 1 (inhibitor). (2) The molecule is CC(=O)NCCNc1cc(-c2ccccc2C)ncn1. The result is 1 (inhibitor). (3) The drug is Clc1ccccc1CSc1nnc(-c2ccncc2)o1. The result is 1 (inhibitor). (4) The compound is O=c1cnc2cnc(Oc3ccccc3)nc2n1CCc1ccccc1. The result is 1 (inhibitor). (5) The result is 1 (inhibitor). The molecule is C=CCSc1nn2c(=O)c3ccccc3nc2s1. (6) The molecule is COc1ccc(Oc2ncc3nc(-c4ccc(OC)cc4)c(=O)n(CCC#N)c3n2)cc1. The result is 1 (inhibitor).